From a dataset of NCI-60 drug combinations with 297,098 pairs across 59 cell lines. Regression. Given two drug SMILES strings and cell line genomic features, predict the synergy score measuring deviation from expected non-interaction effect. Drug 1: C1CC(=O)NC(=O)C1N2C(=O)C3=CC=CC=C3C2=O. Drug 2: C(CN)CNCCSP(=O)(O)O. Cell line: KM12. Synergy scores: CSS=-22.0, Synergy_ZIP=13.1, Synergy_Bliss=-0.0502, Synergy_Loewe=-28.3, Synergy_HSA=-28.1.